Dataset: Reaction yield outcomes from USPTO patents with 853,638 reactions. Task: Predict the reaction yield, written as a fraction of the theoretical maximum amount of product (1.0 means a 100% yield; for example, 0.34 means a 34% yield). (1) The reactants are [OH:1][C:2]([CH3:41])([CH3:40])[CH2:3][O:4][C@H:5]1[CH2:10][CH2:9][C@H:8]([N:11]2[C:16](=[O:17])[C:15]([CH2:18][C:19]3[CH:24]=[CH:23][C:22]([C:25]4[C:26]([C:31]#[N:32])=[CH:27][CH:28]=[CH:29][CH:30]=4)=[CH:21][CH:20]=3)=[C:14]([CH2:33][CH2:34][CH3:35])[N:13]3[N:36]=[C:37]([CH3:39])[N:38]=[C:12]23)[CH2:7][CH2:6]1.[C:42](OC(=O)C)(=[O:44])[CH3:43].N1C=CC=CC=1. The catalyst is C(OCC)(=O)C. The product is [C:42]([O:1][C:2]([CH3:40])([CH3:41])[CH2:3][O:4][C@H:5]1[CH2:10][CH2:9][C@H:8]([N:11]2[C:16](=[O:17])[C:15]([CH2:18][C:19]3[CH:24]=[CH:23][C:22]([C:25]4[CH:30]=[CH:29][CH:28]=[CH:27][C:26]=4[C:31]#[N:32])=[CH:21][CH:20]=3)=[C:14]([CH2:33][CH2:34][CH3:35])[N:13]3[N:36]=[C:37]([CH3:39])[N:38]=[C:12]23)[CH2:7][CH2:6]1)(=[O:44])[CH3:43]. The yield is 0.470. (2) The product is [CH3:18][C:16]1[NH:1][C:4]2=[C:5]([C:10]3[CH:15]=[CH:14][CH:13]=[CH:12][CH:11]=3)[N:6]=[CH:7][CH:8]=[C:9]2[CH:17]=1. The yield is 0.370. No catalyst specified. The reactants are [N+:1]([C:4]1[C:5]([C:10]2[CH:15]=[CH:14][CH:13]=[CH:12][CH:11]=2)=[N:6][CH:7]=[CH:8][CH:9]=1)([O-])=O.[C:16]([Mg]Br)([CH3:18])=[CH2:17]. (3) The yield is 0.500. The catalyst is C(Cl)Cl.C(OCC)(=O)C. The reactants are C1(N2[C:14]3[C:9](=[CH:10][CH:11]=[C:12]([C:15]4[N:19]([C:20]5C=CC(C(O)=O)=CC=5)N=CC=4)[CH:13]=3)C(CC)=N2)CCCC1.C1N=CN([C:36](N2C=NC=C2)=[O:37])C=1.Cl.CN[O:46]C.O. The product is [CH3:36][O:37][N:19]([CH3:20])[C:15](=[O:46])[C:12]1[CH:11]=[CH:10][CH:9]=[CH:14][CH:13]=1. (4) The reactants are [CH2:1]([Mg]Br)[CH:2]=[CH2:3].[Cl:6][CH2:7][CH2:8][C:9]([C:11]1[CH:16]=[CH:15][C:14]([F:17])=[CH:13][CH:12]=1)=[O:10]. The catalyst is C1COCC1. The product is [Cl:6][CH2:7][CH2:8][C:9]([C:11]1[CH:12]=[CH:13][C:14]([F:17])=[CH:15][CH:16]=1)([OH:10])[CH2:3][CH:2]=[CH2:1]. The yield is 0.970. (5) The yield is 0.180. The reactants are Br[C:2]1[CH:3]=[C:4]2[C:8](=[CH:9][CH:10]=1)[N:7]([C:11]1[CH:16]=[CH:15][CH:14]=[CH:13][CH:12]=1)[C:6](=[O:17])/[C:5]/2=[N:18]\[C:19]1[CH:24]=[CH:23][CH:22]=[C:21]([C:25]([F:28])([F:27])[F:26])[CH:20]=1.[C:29]1(B(O)O)[CH:34]=[CH:33][CH:32]=[CH:31][CH:30]=1.C([O-])([O-])=O.[Na+].[Na+]. The product is [C:8]1([N:7]2[C:11]3[C:12](=[CH:13][C:14]([C:29]4[CH:34]=[CH:33][CH:32]=[CH:31][CH:30]=4)=[CH:15][CH:16]=3)/[C:5](=[N:18]/[C:19]3[CH:24]=[CH:23][CH:22]=[C:21]([C:25]([F:28])([F:27])[F:26])[CH:20]=3)/[C:6]2=[O:17])[CH:9]=[CH:10][CH:2]=[CH:3][CH:4]=1. The catalyst is C1COCC1.C1C=CC([P]([Pd]([P](C2C=CC=CC=2)(C2C=CC=CC=2)C2C=CC=CC=2)([P](C2C=CC=CC=2)(C2C=CC=CC=2)C2C=CC=CC=2)[P](C2C=CC=CC=2)(C2C=CC=CC=2)C2C=CC=CC=2)(C2C=CC=CC=2)C2C=CC=CC=2)=CC=1. (6) The reactants are CCN(CC)CC.[CH3:20][C:19]([O:18][C:16](O[C:16]([O:18][C:19]([CH3:22])([CH3:21])[CH3:20])=[O:17])=[O:17])([CH3:22])[CH3:21].[CH3:23][O:24][C:25](=[O:33])[CH2:26][CH2:27][CH:28]([NH2:32])[C:29]([OH:31])=[O:30]. The catalyst is O.O1CCOCC1. The product is [C:19]([O:18][C:16]([NH:32][C@@H:28]([CH2:27][CH2:26][C:25]([O:24][CH3:23])=[O:33])[C:29]([OH:31])=[O:30])=[O:17])([CH3:20])([CH3:21])[CH3:22]. The yield is 0.912. (7) The reactants are [C:1]([O:6][CH2:7][N:8]1[C:17]2[C:12](=[CH:13][CH:14]=[C:15]([O:18][CH2:19][CH2:20][CH2:21][CH2:22][N:23]3[CH2:28][CH2:27][N:26]([C:29]4[CH:34]=[CH:33][CH:32]=[C:31]([Cl:35])[C:30]=4[Cl:36])[CH2:25][CH2:24]3)[CH:16]=2)[CH2:11][CH2:10][C:9]1=[O:37])(=[O:5])[CH2:2][CH2:3][CH3:4].C(O)(C(F)(F)F)=O.C(C1C(=O)C(Cl)=C(Cl)C(=O)C=1C#N)#N. The catalyst is C1COCC1. The product is [C:1]([O:6][CH2:7][N:8]1[C:17]2[C:12](=[CH:13][CH:14]=[C:15]([O:18][CH2:19][CH2:20][CH2:21][CH2:22][N:23]3[CH2:28][CH2:27][N:26]([C:29]4[CH:34]=[CH:33][CH:32]=[C:31]([Cl:35])[C:30]=4[Cl:36])[CH2:25][CH2:24]3)[CH:16]=2)[CH:11]=[CH:10][C:9]1=[O:37])(=[O:5])[CH2:2][CH2:3][CH3:4]. The yield is 0.630. (8) The reactants are [CH3:1][Mg]Br.[CH2:4]([O:11][C:12]([CH:14]1[CH2:19][CH2:18][CH:17]([CH2:20][CH:21]=[O:22])[CH2:16][CH2:15]1)=[O:13])[C:5]1[CH:10]=[CH:9][CH:8]=[CH:7][CH:6]=1.O. The catalyst is C1COCC1. The product is [CH2:4]([O:11][C:12]([CH:14]1[CH2:19][CH2:18][CH:17]([CH2:20][CH:21]([OH:22])[CH3:1])[CH2:16][CH2:15]1)=[O:13])[C:5]1[CH:10]=[CH:9][CH:8]=[CH:7][CH:6]=1. The yield is 0.670.